The task is: Predict the reactants needed to synthesize the given product.. This data is from Full USPTO retrosynthesis dataset with 1.9M reactions from patents (1976-2016). (1) Given the product [CH3:1][O:2][C:3]1[CH:4]=[CH:5][C:6]([CH2:7][O:8][C:9]2[N:10]=[C:11]([C:39]3[C:44]4[O:45][C:46]5[C:51]([C:52](=[O:53])[C:43]=4[CH:42]=[CH:41][N:40]=3)=[CH:50][C:49]([NH:54][C:55](=[O:61])[O:56][C:57]([CH3:59])([CH3:58])[CH3:60])=[CH:48][CH:47]=5)[CH:12]=[C:13]([N:15]3[CH2:16][CH2:17][O:18][CH2:19][CH2:20]3)[CH:14]=2)=[CH:34][CH:35]=1, predict the reactants needed to synthesize it. The reactants are: [CH3:1][O:2][C:3]1[CH:35]=[CH:34][C:6]([CH2:7][O:8][C:9]2[CH:14]=[C:13]([N:15]3[CH2:20][CH2:19][O:18][CH2:17][CH2:16]3)[CH:12]=[C:11]([Sn](CCCC)(CCCC)CCCC)[N:10]=2)=[CH:5][CH:4]=1.[Cl-].[Li+].Cl[C:39]1[C:44]2[O:45][C:46]3[C:51]([C:52](=[O:53])[C:43]=2[CH:42]=[CH:41][N:40]=1)=[CH:50][C:49]([NH:54][C:55](=[O:61])[O:56][C:57]([CH3:60])([CH3:59])[CH3:58])=[CH:48][CH:47]=3. (2) The reactants are: Cl[C:2]([O:4][CH2:5][C:6]([Cl:9])([Cl:8])[Cl:7])=[O:3].[F:10][CH2:11][C:12]1([C:15]2[CH:16]=[C:17]([NH2:27])[N:18]([C:20]3[CH:25]=[CH:24][C:23]([CH3:26])=[CH:22][CH:21]=3)[N:19]=2)[CH2:14][CH2:13]1.N1C=CC=CC=1.CCOC(C)=O. Given the product [Cl:7][C:6]([Cl:9])([Cl:8])[CH2:5][O:4][C:2](=[O:3])[NH:27][C:17]1[N:18]([C:20]2[CH:21]=[CH:22][C:23]([CH3:26])=[CH:24][CH:25]=2)[N:19]=[C:15]([C:12]2([CH2:11][F:10])[CH2:13][CH2:14]2)[CH:16]=1, predict the reactants needed to synthesize it.